Dataset: NCI-60 drug combinations with 297,098 pairs across 59 cell lines. Task: Regression. Given two drug SMILES strings and cell line genomic features, predict the synergy score measuring deviation from expected non-interaction effect. (1) Drug 1: COC1=C(C=C2C(=C1)N=CN=C2NC3=CC(=C(C=C3)F)Cl)OCCCN4CCOCC4. Drug 2: CC1=C2C(C(=O)C3(C(CC4C(C3C(C(C2(C)C)(CC1OC(=O)C(C(C5=CC=CC=C5)NC(=O)C6=CC=CC=C6)O)O)OC(=O)C7=CC=CC=C7)(CO4)OC(=O)C)O)C)OC(=O)C. Cell line: NCI-H322M. Synergy scores: CSS=52.5, Synergy_ZIP=1.81, Synergy_Bliss=1.06, Synergy_Loewe=4.37, Synergy_HSA=6.30. (2) Drug 1: CNC(=O)C1=CC=CC=C1SC2=CC3=C(C=C2)C(=NN3)C=CC4=CC=CC=N4. Drug 2: CC1=C(C(CCC1)(C)C)C=CC(=CC=CC(=CC(=O)O)C)C. Cell line: OVCAR3. Synergy scores: CSS=-8.50, Synergy_ZIP=4.34, Synergy_Bliss=-2.98, Synergy_Loewe=-6.08, Synergy_HSA=-8.84. (3) Drug 1: CS(=O)(=O)C1=CC(=C(C=C1)C(=O)NC2=CC(=C(C=C2)Cl)C3=CC=CC=N3)Cl. Drug 2: C1CCC(CC1)NC(=O)N(CCCl)N=O. Cell line: UACC-257. Synergy scores: CSS=8.69, Synergy_ZIP=1.42, Synergy_Bliss=4.19, Synergy_Loewe=-0.488, Synergy_HSA=0.757. (4) Drug 1: C1=NC2=C(N=C(N=C2N1C3C(C(C(O3)CO)O)O)F)N. Drug 2: COC1=NC(=NC2=C1N=CN2C3C(C(C(O3)CO)O)O)N. Cell line: A498. Synergy scores: CSS=-1.22, Synergy_ZIP=1.78, Synergy_Bliss=0.742, Synergy_Loewe=-3.56, Synergy_HSA=-3.18.